From a dataset of Catalyst prediction with 721,799 reactions and 888 catalyst types from USPTO. Predict which catalyst facilitates the given reaction. (1) Reactant: [NH2:1][C:2]1[N:7]=[CH:6][N:5]=[C:4]2[NH:8][N:9]=[C:10]([C:11]3[CH:12]=[C:13]([OH:17])[CH:14]=[CH:15][CH:16]=3)[C:3]=12.N1C=CN=C1.[CH3:23][C:24]([Si:27](Cl)([CH3:29])[CH3:28])([CH3:26])[CH3:25]. Product: [Si:27]([O:17][C:13]1[CH:12]=[C:11]([C:10]2[C:3]3[C:4](=[N:5][CH:6]=[N:7][C:2]=3[NH2:1])[NH:8][N:9]=2)[CH:16]=[CH:15][CH:14]=1)([C:24]([CH3:26])([CH3:25])[CH3:23])([CH3:29])[CH3:28]. The catalyst class is: 18. (2) Reactant: C[O:2][C:3](=[O:33])[C@@H:4]([NH:25][C:26]([O:28][C:29]([CH3:32])([CH3:31])[CH3:30])=[O:27])[C@H:5]([O:7][Si:8]([C:21]([CH3:24])([CH3:23])[CH3:22])([C:15]1[CH:20]=[CH:19][CH:18]=[CH:17][CH:16]=1)[C:9]1[CH:14]=[CH:13][CH:12]=[CH:11][CH:10]=1)[CH3:6].O.[OH-].[Li+].Cl. Product: [C:29]([O:28][C:26]([NH:25][C@@H:4]([C@H:5]([O:7][Si:8]([C:21]([CH3:22])([CH3:24])[CH3:23])([C:15]1[CH:16]=[CH:17][CH:18]=[CH:19][CH:20]=1)[C:9]1[CH:14]=[CH:13][CH:12]=[CH:11][CH:10]=1)[CH3:6])[C:3]([OH:33])=[O:2])=[O:27])([CH3:30])([CH3:31])[CH3:32]. The catalyst class is: 30. (3) Product: [N:3]1([C:9]2[CH:10]=[C:11]([CH:17]=[C:18]([N+:20]([O-:22])=[O:21])[CH:19]=2)[C:12]([OH:14])=[O:13])[CH2:8][CH2:7][O:6][CH2:5][CH2:4]1. The catalyst class is: 92. Reactant: [OH-].[Na+].[N:3]1([C:9]2[CH:10]=[C:11]([CH:17]=[C:18]([N+:20]([O-:22])=[O:21])[CH:19]=2)[C:12]([O:14]CC)=[O:13])[CH2:8][CH2:7][O:6][CH2:5][CH2:4]1.O.Cl.